From a dataset of Forward reaction prediction with 1.9M reactions from USPTO patents (1976-2016). Predict the product of the given reaction. (1) Given the reactants C[C:2]1[O:3][C:4](=[O:14])/[C:5](=[CH:7]/[C:8]2[CH:9]=[N:10][CH:11]=[CH:12][CH:13]=2)/[N:6]=1.[CH2:15](N(CC)CC)C.[F:22][B-:23]([F:26])([F:25])[F:24].[H+].C(OC)(C)(C)C.[CH3:34][OH:35], predict the reaction product. The product is: [F:22][B-:23]([F:26])([F:25])[F:24].[C:34]([NH:6][C:5]([C:4]([O:3][CH3:2])=[O:14])=[CH:7][C:8]1[CH:9]=[NH+:10][CH:11]=[CH:12][CH:13]=1)(=[O:35])[CH3:15]. (2) Given the reactants Br[C:2]1[C:7]2[N:8]3[CH2:15][CH2:14][CH2:13][CH2:12][N:11]([C:16]4[CH:21]=[CH:20][C:19]([Cl:22])=[CH:18][C:17]=4[Cl:23])[C:9]3=[N:10][C:6]=2[CH:5]=[CH:4][CH:3]=1.C([Li])CCC.[CH:29](=[O:32])[CH2:30][CH3:31], predict the reaction product. The product is: [Cl:23][C:17]1[CH:18]=[C:19]([Cl:22])[CH:20]=[CH:21][C:16]=1[N:11]1[C:9]2=[N:10][C:6]3[CH:5]=[CH:4][CH:3]=[C:2]([CH:29]([OH:32])[CH2:30][CH3:31])[C:7]=3[N:8]2[CH2:15][CH2:14][CH2:13][CH2:12]1. (3) Given the reactants [OH:1][C:2]1[CH:9]=[C:8]([O:10][CH3:11])[CH:7]=[CH:6][C:3]=1[CH:4]=O.[C:12](#[N:15])[CH:13]=[CH2:14].N12CCN(CC1)CC2, predict the reaction product. The product is: [CH3:11][O:10][C:8]1[CH:9]=[C:2]2[C:3]([CH:4]=[C:13]([C:12]#[N:15])[CH2:14][O:1]2)=[CH:6][CH:7]=1. (4) Given the reactants [N:1]1[C:10]2[C:5](=[CH:6][CH:7]=[CH:8][CH:9]=2)[N:4]=[CH:3][C:2]=1[C:11](Cl)=[O:12].[C:14]1([C@@H:20]([CH3:23])[CH2:21][NH2:22])[CH:19]=[CH:18][CH:17]=[CH:16][CH:15]=1.N1C=CC=CC=1, predict the reaction product. The product is: [C:14]1([C@@H:20]([CH3:23])[CH2:21][NH:22][C:11]([C:2]2[CH:3]=[N:4][C:5]3[C:10](=[CH:9][CH:8]=[CH:7][CH:6]=3)[N:1]=2)=[O:12])[CH:19]=[CH:18][CH:17]=[CH:16][CH:15]=1. (5) Given the reactants O.[PH2]([O-])=O.[Na+].C=C.[NH4+].[NH4+].[O-]S(OOS([O-])(=O)=O)(=O)=O.[Al:20].[Al+3].[CH2:22]([P:24](CC)(=[O:26])[O-:25])[CH3:23].[CH2:29]([P:31](CC)(=[O:33])[O-:32])[CH3:30].[CH2:36]([P:38](CC)(=[O:40])[O-:39])[CH3:37], predict the reaction product. The product is: [Al+3:20].[CH2:22]([P:24]([O-:26])[O-:25])[CH3:23].[CH2:29]([P:31]([O-:33])[O-:32])[CH3:30].[CH2:36]([P:38]([O-:40])[O-:39])[CH3:37].[Al+3:20]. (6) Given the reactants [CH3:1][C:2]([C:12]1[CH:20]=[CH:19][CH:18]=[CH:17][C:13]=1[C:14]([NH2:16])=[O:15])([CH3:11])[CH2:3][C@:4]1([C:7]([F:10])([F:9])[F:8])[CH2:6][O:5]1.C([Mg]CCCC)CCC.[Li+].[CH3:31][Si:32]([C:35]#[C-:36])([CH3:34])[CH3:33], predict the reaction product. The product is: [OH:5][C@@:4]([C:7]([F:8])([F:9])[F:10])([CH2:6][C:36]#[C:35][Si:32]([CH3:34])([CH3:33])[CH3:31])[CH2:3][C:2]([C:12]1[CH:20]=[CH:19][CH:18]=[CH:17][C:13]=1[C:14]([NH2:16])=[O:15])([CH3:11])[CH3:1]. (7) Given the reactants [Cl:1][C:2]1[CH:7]=[CH:6][N:5]([CH:8]([CH:10]([CH3:12])[CH3:11])[CH3:9])[C:4](=[O:13])[C:3]=1[CH:14]=O.Cl.[NH2:17][OH:18].C([O-])(=O)C.[Na+], predict the reaction product. The product is: [Cl:1][C:2]1[CH:7]=[CH:6][N:5]([CH:8]([CH:10]([CH3:12])[CH3:11])[CH3:9])[C:4](=[O:13])[C:3]=1[CH:14]=[N:17][OH:18]. (8) Given the reactants [Cl:1][C:2]1[CH:20]=[C:19]2[C:5]([C:6](=[O:22])[C:7](=[O:21])[C:8]3[S:18][CH2:17][C:11]4([CH2:16][CH2:15][NH:14][CH2:13][CH2:12]4)[O:10][C:9]=32)=[CH:4][CH:3]=1.[C:23]([C:27]1[CH:37]=[CH:36][C:30]([O:31][CH2:32][C@@H:33]2[CH2:35][O:34]2)=[CH:29][CH:28]=1)([CH3:26])([CH3:25])[CH3:24], predict the reaction product. The product is: [C:23]([C:27]1[CH:37]=[CH:36][C:30]([O:31][CH2:32][C@@H:33]([OH:34])[CH2:35][N:14]2[CH2:15][CH2:16][C:11]3([O:10][C:9]4[C:19]5[C:5]([C:6](=[O:22])[C:7](=[O:21])[C:8]=4[S:18][CH2:17]3)=[CH:4][CH:3]=[C:2]([Cl:1])[CH:20]=5)[CH2:12][CH2:13]2)=[CH:29][CH:28]=1)([CH3:24])([CH3:25])[CH3:26]. (9) Given the reactants Cl.[S:2]1[C:6]([NH2:7])=[CH:5][C:4]2[CH:8]=[CH:9][CH:10]=[CH:11][C:3]1=2.[C:12]([C:14]1[CH:19]=[CH:18][C:17]([S:20](Cl)(=[O:22])=[O:21])=[CH:16][CH:15]=1)#[N:13], predict the reaction product. The product is: [S:2]1[C:6]([NH:7][S:20]([C:17]2[CH:16]=[CH:15][C:14]([C:12]#[N:13])=[CH:19][CH:18]=2)(=[O:22])=[O:21])=[CH:5][C:4]2[CH:8]=[CH:9][CH:10]=[CH:11][C:3]1=2. (10) Given the reactants [Cl:1][C:2]1[CH:3]=[CH:4][C:5](OS(C(F)(F)F)(=O)=O)=[C:6]2[C:11]=1[N:10]=[C:9]([CH3:12])[C:8]([CH2:13][C:14]1[CH:19]=[CH:18][C:17]([S:20]([CH3:23])(=[O:22])=[O:21])=[CH:16][CH:15]=1)=[C:7]2[CH3:24].[Si]([O:40][C:41]([O:43][CH3:44])=[CH2:42])(C(C)(C)C)(C)C.C([O-])(=O)C.[Na+], predict the reaction product. The product is: [CH3:44][O:43][C:41](=[O:40])[CH2:42][C:5]1[CH:4]=[CH:3][C:2]([Cl:1])=[C:11]2[C:6]=1[C:7]([CH3:24])=[C:8]([CH2:13][C:14]1[CH:19]=[CH:18][C:17]([S:20]([CH3:23])(=[O:22])=[O:21])=[CH:16][CH:15]=1)[C:9]([CH3:12])=[N:10]2.